Dataset: Peptide-MHC class I binding affinity with 185,985 pairs from IEDB/IMGT. Task: Regression. Given a peptide amino acid sequence and an MHC pseudo amino acid sequence, predict their binding affinity value. This is MHC class I binding data. (1) The peptide sequence is VQPPQLTLQV. The MHC is HLA-A03:01 with pseudo-sequence HLA-A03:01. The binding affinity (normalized) is 0. (2) The peptide sequence is YTAVVPLVY. The MHC is HLA-A03:01 with pseudo-sequence HLA-A03:01. The binding affinity (normalized) is 0.306. (3) The peptide sequence is IPRLLRTFL. The MHC is HLA-B15:17 with pseudo-sequence HLA-B15:17. The binding affinity (normalized) is 0.0847. (4) The MHC is HLA-A29:02 with pseudo-sequence HLA-A29:02. The binding affinity (normalized) is 0.680. The peptide sequence is RRWRRLTVC. (5) The MHC is HLA-A02:12 with pseudo-sequence HLA-A02:12. The binding affinity (normalized) is 0.851. The peptide sequence is LLDEPTNNL. (6) The peptide sequence is DIAEHGAYY. The MHC is HLA-B58:01 with pseudo-sequence HLA-B58:01. The binding affinity (normalized) is 0.0847. (7) The peptide sequence is ATKNGNIFV. The MHC is HLA-A30:01 with pseudo-sequence HLA-A30:01. The binding affinity (normalized) is 0.875. (8) The peptide sequence is GYAGTLQSL. The MHC is HLA-A24:03 with pseudo-sequence HLA-A24:03. The binding affinity (normalized) is 1.00. (9) The peptide sequence is VTTTNPLIRH. The MHC is HLA-A31:01 with pseudo-sequence HLA-A31:01. The binding affinity (normalized) is 0. (10) The peptide sequence is EVIRATYPS. The MHC is HLA-A02:16 with pseudo-sequence HLA-A02:16. The binding affinity (normalized) is 0.0847.